From a dataset of Forward reaction prediction with 1.9M reactions from USPTO patents (1976-2016). Predict the product of the given reaction. (1) Given the reactants [CH3:1][C:2]1[NH:7][C:6]2[CH2:8][O:9][C:10](=[O:11])[C:5]=2[CH:4]([C:12]2[CH:13]=[C:14]3[C:18](=[CH:19][CH:20]=2)[NH:17][N:16]=[C:15]3[CH3:21])[C:3]=1[C:22]#[N:23].[C:24](=O)([O-])[O-].[Cs+].[Cs+].CI.O, predict the reaction product. The product is: [CH3:24][N:7]1[C:2]([CH3:1])=[C:3]([C:22]#[N:23])[CH:4]([C:12]2[CH:13]=[C:14]3[C:18](=[CH:19][CH:20]=2)[NH:17][N:16]=[C:15]3[CH3:21])[C:5]2[C:10](=[O:11])[O:9][CH2:8][C:6]1=2. (2) Given the reactants C[O:2][C:3]([C:5]1([N:11]([S:13]([C:16]2[CH:21]=[CH:20][C:19]([O:22][CH2:23][C:24]#[C:25][CH3:26])=[CH:18][CH:17]=2)(=[O:15])=[O:14])[CH3:12])[CH2:10][CH2:9][CH2:8][CH2:7][CH2:6]1)=[O:4], predict the reaction product. The product is: [CH2:23]([O:22][C:19]1[CH:18]=[CH:17][C:16]([S:13]([N:11]([CH3:12])[C:5]2([C:3]([OH:4])=[O:2])[CH2:10][CH2:9][CH2:8][CH2:7][CH2:6]2)(=[O:14])=[O:15])=[CH:21][CH:20]=1)[C:24]#[C:25][CH3:26]. (3) Given the reactants CS(O[CH2:6][C:7]1[CH:11]=[C:10]([C:12]2[C:13]([C:42](=[O:46])[NH:43][CH2:44][CH3:45])=[N:14][O:15][C:16]=2[C:17]2[CH:22]=[C:21]([CH:23]([CH3:25])[CH3:24])[C:20]([O:26][CH2:27][C:28]3[CH:33]=[CH:32][CH:31]=[CH:30][CH:29]=3)=[CH:19][C:18]=2[O:34][CH2:35][C:36]2[CH:41]=[CH:40][CH:39]=[CH:38][CH:37]=2)[O:9][N:8]=1)(=O)=O.[NH:47]1[CH2:52][CH2:51][S:50][CH2:49][CH2:48]1, predict the reaction product. The product is: [CH2:35]([O:34][C:18]1[CH:19]=[C:20]([O:26][CH2:27][C:28]2[CH:29]=[CH:30][CH:31]=[CH:32][CH:33]=2)[C:21]([CH:23]([CH3:24])[CH3:25])=[CH:22][C:17]=1[C:16]1[O:15][N:14]=[C:13]([C:42]([NH:43][CH2:44][CH3:45])=[O:46])[C:12]=1[C:10]1[O:9][N:8]=[C:7]([CH2:6][N:47]2[CH2:52][CH2:51][S:50][CH2:49][CH2:48]2)[CH:11]=1)[C:36]1[CH:41]=[CH:40][CH:39]=[CH:38][CH:37]=1. (4) Given the reactants S(O[CH2:12][CH2:13][O:14][CH2:15][CH2:16][O:17][CH2:18][CH2:19][O:20][CH2:21][CH2:22][C:23]([O:25][CH3:26])=[O:24])(C1C=CC(C)=CC=1)(=O)=O.[NH2:27][C:28]1[CH:29]=[C:30]([CH2:36][OH:37])[CH:31]=[C:32]([CH2:34][OH:35])[CH:33]=1.C(=O)([O-])[O-].[K+].[K+], predict the reaction product. The product is: [OH:35][CH2:34][C:32]1[CH:33]=[C:28]([NH:27][CH2:12][CH2:13][O:14][CH2:15][CH2:16][O:17][CH2:18][CH2:19][O:20][CH2:21][CH2:22][C:23]([O:25][CH3:26])=[O:24])[CH:29]=[C:30]([CH2:36][OH:37])[CH:31]=1. (5) Given the reactants Br[C:2]1[CH:3]=[N:4][C:5]([C:8]2[CH:13]=[CH:12][C:11]([CH2:14][C@H:15]([NH:28][C:29]([C:31]3[S:32][C:33]([C:36]([CH3:39])([CH3:38])[CH3:37])=[CH:34][CH:35]=3)=[O:30])[C:16]([NH:18][C@@H:19]([C:21]([O:23][C:24]([CH3:27])([CH3:26])[CH3:25])=[O:22])[CH3:20])=[O:17])=[CH:10][CH:9]=2)=[N:6][CH:7]=1.[F:40][C:41]1[CH:46]=[C:45]([OH:47])[CH:44]=[CH:43][C:42]=1B(O)O.O.O.O.O.O.O.O.O.O.O.C(=O)([O-])[O-].[Na+].[Na+], predict the reaction product. The product is: [C:36]([C:33]1[S:32][C:31]([C:29]([NH:28][C@@H:15]([CH2:14][C:11]2[CH:12]=[CH:13][C:8]([C:5]3[N:4]=[CH:3][C:2]([C:42]4[CH:43]=[CH:44][C:45]([OH:47])=[CH:46][C:41]=4[F:40])=[CH:7][N:6]=3)=[CH:9][CH:10]=2)[C:16]([NH:18][C@@H:19]([C:21]([O:23][C:24]([CH3:27])([CH3:26])[CH3:25])=[O:22])[CH3:20])=[O:17])=[O:30])=[CH:35][CH:34]=1)([CH3:39])([CH3:38])[CH3:37]. (6) Given the reactants [F:1][C:2]1[CH:7]=[C:6]([OH:8])[C:5]([F:9])=[CH:4][C:3]=1[C:10]1[C:11](=[O:24])[N:12]([CH3:23])[C:13]([NH:16][C:17]2[CH:22]=[CH:21][CH:20]=[CH:19][CH:18]=2)=[N:14][CH:15]=1.Cl[C:26]1[CH:31]=[CH:30][N:29]=[C:28]2[CH:32]=[C:33]([I:35])[S:34][C:27]=12, predict the reaction product. The product is: [F:1][C:2]1[CH:7]=[C:6]([O:8][C:26]2[CH:31]=[CH:30][N:29]=[C:28]3[CH:32]=[C:33]([I:35])[S:34][C:27]=23)[C:5]([F:9])=[CH:4][C:3]=1[C:10]1[C:11](=[O:24])[N:12]([CH3:23])[C:13]([NH:16][C:17]2[CH:22]=[CH:21][CH:20]=[CH:19][CH:18]=2)=[N:14][CH:15]=1.